This data is from Full USPTO retrosynthesis dataset with 1.9M reactions from patents (1976-2016). The task is: Predict the reactants needed to synthesize the given product. (1) Given the product [CH3:1][O:2][C:3]1[CH:8]=[CH:7][C:6]([NH:9][C:10]2[CH:15]=[CH:14][N:13]=[CH:12][C:11]=2[NH2:16])=[C:5]([CH3:19])[CH:4]=1, predict the reactants needed to synthesize it. The reactants are: [CH3:1][O:2][C:3]1[CH:8]=[CH:7][C:6]([NH:9][C:10]2[CH:15]=[CH:14][N:13]=[CH:12][C:11]=2[N+:16]([O-])=O)=[C:5]([CH3:19])[CH:4]=1.[H][H]. (2) The reactants are: [Cl:1][Si:2](Cl)([Cl:17])[CH:3]1[CH2:8][Si:7]([Cl:10])([Cl:9])[CH:6]([Si:11](Cl)([Cl:13])[Cl:12])[CH2:5][Si:4]1([Cl:16])[Cl:15].C[SiH](Cl)Cl. Given the product [Cl:13][SiH:11]([Cl:12])[CH:6]1[CH2:5][Si:4]([Cl:15])([Cl:16])[CH:3]([SiH:2]([Cl:1])[Cl:17])[CH2:8][Si:7]1([Cl:10])[Cl:9], predict the reactants needed to synthesize it. (3) Given the product [Cl:1][C:2]1[CH:3]=[C:4]([F:19])[C:5]([N:9]2[C:13](=[O:14])[N:12]([CH2:15][CH2:16][CH2:17][F:18])[N:11]=[N:10]2)=[C:6]([N+:20]([O-:22])=[O:21])[C:7]=1[OH:8], predict the reactants needed to synthesize it. The reactants are: [Cl:1][C:2]1[C:7]([OH:8])=[CH:6][C:5]([N:9]2[C:13](=[O:14])[N:12]([CH2:15][CH2:16][CH2:17][F:18])[N:11]=[N:10]2)=[C:4]([F:19])[CH:3]=1.[N+:20]([O-])([OH:22])=[O:21]. (4) Given the product [Cl:1][C:2]1[CH:10]=[CH:9][CH:8]=[C:7]2[C:3]=1[CH:4]=[CH:5][N:6]2[CH2:14][CH2:15][O:16][CH3:17], predict the reactants needed to synthesize it. The reactants are: [Cl:1][C:2]1[CH:10]=[CH:9][CH:8]=[C:7]2[C:3]=1[CH:4]=[CH:5][NH:6]2.[H-].[Na+].Br[CH2:14][CH2:15][O:16][CH3:17].[Na+].[I-]. (5) The reactants are: [NH2:1][C:2]1[S:3][C:4]([CH2:7][CH2:8][NH:9][C:10]2[C:15]([C:16]#[N:17])=[CH:14][N:13]=[C:12]3[CH:18]=[CH:19][S:20][C:11]=23)=[CH:5][N:6]=1.[Cl:21][C:22]1[CH:23]=[C:24]([N:28]=[C:29]=[O:30])[CH:25]=[CH:26][CH:27]=1. Given the product [Cl:21][C:22]1[CH:23]=[C:24]([NH:28][C:29]([NH:1][C:2]2[S:3][C:4]([CH2:7][CH2:8][NH:9][C:10]3[C:15]([C:16]#[N:17])=[CH:14][N:13]=[C:12]4[CH:18]=[CH:19][S:20][C:11]=34)=[CH:5][N:6]=2)=[O:30])[CH:25]=[CH:26][CH:27]=1, predict the reactants needed to synthesize it. (6) The reactants are: [OH:1][C:2]1[CH:3]=[C:4]([CH:9]=[CH:10][C:11]=1[N+:12]([O-:14])=[O:13])[C:5]([O:7][CH3:8])=[O:6].[I-].[K+].C(=O)([O-])[O-].[K+].[K+].Br[CH2:24][CH:25]1[CH2:27][CH2:26]1. Given the product [CH:25]1([CH2:24][O:1][C:2]2[CH:3]=[C:4]([CH:9]=[CH:10][C:11]=2[N+:12]([O-:14])=[O:13])[C:5]([O:7][CH3:8])=[O:6])[CH2:27][CH2:26]1, predict the reactants needed to synthesize it.